This data is from Forward reaction prediction with 1.9M reactions from USPTO patents (1976-2016). The task is: Predict the product of the given reaction. (1) Given the reactants [Cl:1][C:2]1[C:11]2[C:6](=[CH:7][CH:8]=[CH:9][CH:10]=2)[N:5]=[CH:4][C:3]=1[NH2:12].[Br:13][CH2:14][CH2:15][CH2:16][C:17](Cl)=[O:18], predict the reaction product. The product is: [Br:13][CH2:14][CH2:15][CH2:16][C:17]([NH:12][C:3]1[CH:4]=[N:5][C:6]2[C:11]([C:2]=1[Cl:1])=[CH:10][CH:9]=[CH:8][CH:7]=2)=[O:18]. (2) Given the reactants Cl[C:2]1[C:7]([O:8][CH2:9][CH2:10][O:11]C2CCCCO2)=[CH:6][CH:5]=[CH:4][N:3]=1.[NH:18]1[CH2:23][CH2:22][CH2:21][CH:20]([CH2:24][OH:25])[CH2:19]1.CC(C)([O-])C.[K+].C(O)(C)(C)C, predict the reaction product. The product is: [NH:18]1[CH2:23][CH2:22][CH2:21][CH:20]([CH2:24][O:25][C:2]2[C:7]([O:8][CH2:9][CH2:10][OH:11])=[CH:6][CH:5]=[CH:4][N:3]=2)[CH2:19]1. (3) Given the reactants C(NC(C)C)(C)C.C([Li])CCC.[C:13]1([CH2:19][C:20]([OH:22])=[O:21])[CH:18]=[CH:17][CH:16]=[CH:15][CH:14]=1.[CH2:23]([O:25][CH:26](OCC)[CH2:27]Br)[CH3:24], predict the reaction product. The product is: [CH2:23]([O:25][CH:26]1[O:21][C:20](=[O:22])[CH:19]([C:13]2[CH:18]=[CH:17][CH:16]=[CH:15][CH:14]=2)[CH2:27]1)[CH3:24]. (4) Given the reactants [NH3:1].[CH2:2]([O:4][C:5]([C:7]1[C:8]2[S:16][CH:15]=[C:14]([CH2:17][O:18][C:19]3[CH:24]=[C:23]([C:25]4[O:26][C:27]([C:30]5[CH:35]=[CH:34][C:33]([Cl:36])=[CH:32][CH:31]=5)=[N:28][N:29]=4)[CH:22]=[CH:21][C:20]=3[CH3:37])[C:9]=2[C:10](Cl)=[N:11][CH:12]=1)=[O:6])[CH3:3], predict the reaction product. The product is: [CH2:2]([O:4][C:5]([C:7]1[C:8]2[S:16][CH:15]=[C:14]([CH2:17][O:18][C:19]3[CH:24]=[C:23]([C:25]4[O:26][C:27]([C:30]5[CH:35]=[CH:34][C:33]([Cl:36])=[CH:32][CH:31]=5)=[N:28][N:29]=4)[CH:22]=[CH:21][C:20]=3[CH3:37])[C:9]=2[C:10]([NH2:1])=[N:11][CH:12]=1)=[O:6])[CH3:3]. (5) Given the reactants [F:1][C:2]1[CH:3]=[C:4]([C:13]2[CH:21]=[CH:20][C:16]([C:17]([OH:19])=O)=[C:15]([C:22]3[CH:27]=[CH:26][C:25]([CH3:28])=[CH:24][CH:23]=3)[N:14]=2)[CH:5]=[C:6]([O:8][CH2:9][CH:10]([CH3:12])[CH3:11])[CH:7]=1.O=C=[N:31][S:32](Cl)(=[O:34])=[O:33].[NH:36]1[CH2:40][CH2:39][C@@H:38]([NH:41]C(=O)OC(C)(C)C)[CH2:37]1.C(N(CC)CC)C.Cl, predict the reaction product. The product is: [NH2:41][C@@H:38]1[CH2:39][CH2:40][N:36]([S:32]([NH:31][C:17]([C:16]2[C:15]([C:22]3[CH:23]=[CH:24][C:25]([CH3:28])=[CH:26][CH:27]=3)=[N:14][C:13]([C:4]3[CH:5]=[C:6]([O:8][CH2:9][CH:10]([CH3:12])[CH3:11])[CH:7]=[C:2]([F:1])[CH:3]=3)=[CH:21][CH:20]=2)=[O:19])(=[O:34])=[O:33])[CH2:37]1. (6) Given the reactants [C:1]1(=O)[C:11]2=[C:12]3[C:7](=[CH:8][CH:9]=[CH:10]2)[CH:6]=[CH:5][CH:4]=[C:3]3[CH2:2]1.[Si]([C:18]#[N:19])(C)(C)C.O=P(Cl)(Cl)Cl, predict the reaction product. The product is: [C:1]1([C:18]#[N:19])[C:11]2=[C:12]3[C:7](=[CH:8][CH:9]=[CH:10]2)[CH:6]=[CH:5][CH:4]=[C:3]3[CH:2]=1. (7) Given the reactants F[C:2]1[CH:7]=[C:6](F)[CH:5]=[CH:4][C:3]=1[NH:9][C:10]1[CH:15]=[CH:14][C:13]([C:16]([C:18]2[CH:23]=[C:22]([N:24]3[CH:28]=[C:27]([CH2:29][CH2:30][OH:31])[N:26]=[N:25]3)[CH:21]=[CH:20][C:19]=2[CH3:32])=[O:17])=[C:12]([CH3:33])[CH:11]=1.BrC1C=C[C:38]([C:41](C2C=C(N3C=C(CCO)N=N3)C=CC=2C)=[O:42])=C(C)C=1.NC1C=C(C(=O)C)C=CC=1, predict the reaction product. The product is: [OH:31][CH2:30][CH2:29][C:27]1[N:26]=[N:25][N:24]([C:22]2[CH:21]=[CH:20][C:19]([CH3:32])=[C:18]([CH:23]=2)[C:16]([C:13]2[CH:14]=[CH:15][C:10]([NH:9][C:3]3[CH:4]=[C:5]([C:41](=[O:42])[CH3:38])[CH:6]=[CH:7][CH:2]=3)=[CH:11][C:12]=2[CH3:33])=[O:17])[CH:28]=1. (8) Given the reactants [CH:1]1([CH2:6][CH:7]([N:11]2[C:19]3[C:14](=[CH:15][CH:16]=[CH:17][CH:18]=3)[C:13](=[O:20])[C:12]2=[O:21])[C:8]([OH:10])=O)[CH2:5][CH2:4][CH2:3][CH2:2]1.[S:22]1[CH:26]=[CH:25][N:24]=[C:23]1[NH2:27].C(N(CC)C(C)C)(C)C.F[P-](F)(F)(F)(F)F.N1(O[P+](N(C)C)(N(C)C)N(C)C)C2C=CC=CC=2N=N1, predict the reaction product. The product is: [CH:1]1([CH2:6][CH:7]([N:11]2[C:19]3[C:14](=[CH:15][CH:16]=[CH:17][CH:18]=3)[C:13](=[O:20])[C:12]2=[O:21])[C:8]([NH:27][C:23]2[S:22][CH:26]=[CH:25][N:24]=2)=[O:10])[CH2:2][CH2:3][CH2:4][CH2:5]1. (9) Given the reactants Br.Br.[CH3:3][N:4]1[C:8]2[CH:9]=[CH:10][C:11]([C:13]3[CH:18]=[CH:17][CH:16]=[C:15]([C:19]([F:22])([F:21])[F:20])[CH:14]=3)=[CH:12][C:7]=2[N:6]=[C:5]1[NH2:23].[CH3:24][C:25]1[N:30]2[CH:31]=[C:32]([C:34](O)=[O:35])[N:33]=[C:29]2[CH:28]=[CH:27][CH:26]=1.CN(C(ON1N=NC2C=CC=CC1=2)=[N+](C)C)C.F[P-](F)(F)(F)(F)F.CCN(C(C)C)C(C)C.C([O-])(O)=O.[Na+], predict the reaction product. The product is: [CH3:3][N:4]1[C:8]2[CH:9]=[CH:10][C:11]([C:13]3[CH:18]=[CH:17][CH:16]=[C:15]([C:19]([F:20])([F:22])[F:21])[CH:14]=3)=[CH:12][C:7]=2[N:6]=[C:5]1[NH:23][C:34]([C:32]1[N:33]=[C:29]2[CH:28]=[CH:27][CH:26]=[C:25]([CH3:24])[N:30]2[CH:31]=1)=[O:35].